Task: Predict the reaction yield, written as a fraction of the theoretical maximum amount of product (1.0 means a 100% yield; for example, 0.34 means a 34% yield).. Dataset: Reaction yield outcomes from USPTO patents with 853,638 reactions (1) The product is [CH2:14]([O:13][C:11]([C:10]1[C:9]2[C:4](=[CH:5][CH:6]=[C:7]([O:21][S:46]([C:35]([F:34])([F:50])[C:36]([F:44])([F:45])[C:37]([F:42])([F:43])[C:38]([F:41])([F:40])[F:39])(=[O:48])=[O:47])[CH:8]=2)[NH:3][C:2]=1[CH3:1])=[O:12])[C:15]1[CH:16]=[CH:17][CH:18]=[CH:19][CH:20]=1. The reactants are [CH3:1][C:2]1[NH:3][C:4]2[C:9]([C:10]=1[C:11]([O:13][CH2:14][C:15]1[CH:20]=[CH:19][CH:18]=[CH:17][CH:16]=1)=[O:12])=[CH:8][C:7]([OH:21])=[CH:6][CH:5]=2.CN(C=O)C.C(N(CC)CC)C.[F:34][C:35]([F:50])([S:46](F)(=[O:48])=[O:47])[C:36]([F:45])([F:44])[C:37]([F:43])([F:42])[C:38]([F:41])([F:40])[F:39]. The catalyst is C(Cl)Cl.C(Cl)Cl.CO. The yield is 0.860. (2) The reactants are [Cl:1][C:2]1[CH:3]=[C:4]([CH:8]([C:10]2[CH:14]=[C:13]([CH:15]3[O:19][CH2:18][CH2:17][O:16]3)[S:12][CH:11]=2)[OH:9])[CH:5]=[CH:6][CH:7]=1.[CH3:20][C:21]([Si:24](Cl)([CH3:26])[CH3:25])([CH3:23])[CH3:22].N1C=CN=C1. The catalyst is CN(C=O)C. The product is [C:21]([Si:24]([O:9][CH:8]([C:4]1[CH:5]=[CH:6][CH:7]=[C:2]([Cl:1])[CH:3]=1)[C:10]1[CH:14]=[C:13]([CH:15]2[O:19][CH2:18][CH2:17][O:16]2)[S:12][CH:11]=1)([CH3:26])[CH3:25])([CH3:23])([CH3:22])[CH3:20]. The yield is 0.990. (3) The reactants are [Cl:1][C:2]1[CH:3]=[C:4]([C:8]2[C:12]([CH2:13][O:14][C:15]3[CH:23]=[CH:22][C:18]([C:19]([OH:21])=O)=[CH:17][N:16]=3)=[C:11]([CH3:24])[O:10][N:9]=2)[CH:5]=[CH:6][CH:7]=1.[CH:25]1([NH2:28])[CH2:27][CH2:26]1. No catalyst specified. The product is [Cl:1][C:2]1[CH:3]=[C:4]([C:8]2[C:12]([CH2:13][O:14][C:15]3[CH:23]=[CH:22][C:18]([C:19]([NH:28][CH:25]4[CH2:27][CH2:26]4)=[O:21])=[CH:17][N:16]=3)=[C:11]([CH3:24])[O:10][N:9]=2)[CH:5]=[CH:6][CH:7]=1. The yield is 0.720. (4) The reactants are [C:1]12([CH2:11][O:12][C:13]3[C:21]([CH:22]4[CH2:24][CH2:23]4)=[CH:20][C:16]([C:17]([OH:19])=O)=[C:15]([F:25])[CH:14]=3)[CH2:10][CH:5]3[CH2:6][CH:7]([CH2:9][CH:3]([CH2:4]3)[CH2:2]1)[CH2:8]2.FC(F)(F)C([O:30][CH2:31][CH2:32][CH2:33][NH:34][S:35](=[O:38])(=[O:37])[NH2:36])=O.C(=O)([O-])[O-].[Na+].[Na+].Cl. The catalyst is ClCCl.CN(C)C1C=CN=CC=1.C(OCC)(=O)C. The product is [C:1]12([CH2:11][O:12][C:13]3[C:21]([CH:22]4[CH2:23][CH2:24]4)=[CH:20][C:16]([C:17]([NH:36][S:35](=[O:38])(=[O:37])[NH:34][CH2:33][CH2:32][CH2:31][OH:30])=[O:19])=[C:15]([F:25])[CH:14]=3)[CH2:8][CH:7]3[CH2:9][CH:3]([CH2:4][CH:5]([CH2:6]3)[CH2:10]1)[CH2:2]2. The yield is 0.270. (5) The reactants are [OH:1][S:2]([C:5]([F:8])([F:7])[F:6])(=[O:4])=[O:3].[CH:9]1[C:22]2[C:21](=[O:23])[C:20]3[C:15](=[CH:16][CH:17]=[CH:18][CH:19]=3)[S:14](=O)[C:13]=2[CH:12]=[CH:11][CH:10]=1.[CH3:25][O:26][C:27]1[CH:32]=[CH:31][CH:30]=[CH:29][C:28]=1[CH2:33][C:34]([O:36][CH3:37])=[O:35]. The catalyst is C(Cl)Cl. The product is [O-:4][S:2]([C:5]([F:8])([F:7])[F:6])(=[O:3])=[O:1].[CH3:25][O:26][C:27]1[CH:32]=[CH:31][C:30]([SH:14]2[C:15]3[C:20](=[CH:19][CH:18]=[CH:17][CH:16]=3)[C:21](=[O:23])[C:22]3[C+:9]=[CH:10][CH:11]=[CH:12][C:13]2=3)=[CH:29][C:28]=1[CH2:33][C:34]([O:36][CH3:37])=[O:35]. The yield is 0.850.